From a dataset of Forward reaction prediction with 1.9M reactions from USPTO patents (1976-2016). Predict the product of the given reaction. (1) Given the reactants [OH:1][C:2]1[CH:3]=[N:4][CH:5]=[CH:6][CH:7]=1.[H-].[Na+].[C:10]([O:14][C:15]([NH:17][CH2:18][CH2:19][CH2:20][CH2:21][CH2:22][CH2:23]Br)=[O:16])([CH3:13])([CH3:12])[CH3:11].O, predict the reaction product. The product is: [C:10]([O:14][C:15]([NH:17][CH2:18][CH2:19][CH2:20][CH2:21][CH2:22][CH2:23][O:1][C:2]1[CH:3]=[N:4][CH:5]=[CH:6][CH:7]=1)=[O:16])([CH3:13])([CH3:12])[CH3:11]. (2) Given the reactants [NH:1]1[C:5]2=[N:6][CH:7]=[CH:8][C:9]([O:10][C:11]3[CH:16]=[CH:15][C:14]([NH:17][C:18]([NH:20][C:21]4[CH:26]=[CH:25][C:24]([CH:27]=C)=[C:23]([C:29]([F:32])([F:31])[F:30])[CH:22]=4)=[O:19])=[CH:13][CH:12]=3)=[C:4]2[CH:3]=[CH:2]1.C1C[O:36]CC1, predict the reaction product. The product is: [NH:1]1[C:5]2=[N:6][CH:7]=[CH:8][C:9]([O:10][C:11]3[CH:16]=[CH:15][C:14]([NH:17][C:18]([NH:20][C:21]4[CH:26]=[CH:25][C:24]([CH:27]=[O:36])=[C:23]([C:29]([F:32])([F:30])[F:31])[CH:22]=4)=[O:19])=[CH:13][CH:12]=3)=[C:4]2[CH:3]=[CH:2]1. (3) Given the reactants [NH2:1][C:2]1[CH:7]=[CH:6][C:5]([Br:8])=[CH:4][C:3]=1[OH:9].[NH:10]1[CH2:18][CH2:17][CH:13]([C:14](O)=O)[CH2:12][CH2:11]1.[OH-].[Na+], predict the reaction product. The product is: [Br:8][C:5]1[CH:6]=[CH:7][C:2]2[N:1]=[C:14]([CH:13]3[CH2:17][CH2:18][NH:10][CH2:11][CH2:12]3)[O:9][C:3]=2[CH:4]=1. (4) Given the reactants Cl[CH2:2][CH2:3][S:4](Cl)(=[O:6])=[O:5].ClCCl.[CH2:11]([OH:16])[C:12]([CH3:15])([CH3:14])[CH3:13], predict the reaction product. The product is: [CH:3]([S:4]([O:16][CH2:11][C:12]([CH3:15])([CH3:14])[CH3:13])(=[O:6])=[O:5])=[CH2:2]. (5) Given the reactants [CH3:1][C:2]1[N:7]=[C:6]([C:8]([N:10]2[C@H:16]([CH2:17][OH:18])[CH2:15][C@@H:14]3[C@@H:12]([CH2:13]3)[CH2:11]2)=[O:9])[C:5]([C:19]2[N:24]=[CH:23][CH:22]=[CH:21][N:20]=2)=[CH:4][CH:3]=1.[Cl:25][C:26]1[NH:31][C:30](=O)[CH:29]=[CH:28][CH:27]=1.CN(C(/N=N/C(N(C)C)=O)=O)C.P(CCCC)(CCCC)CCCC, predict the reaction product. The product is: [Cl:25][C:26]1[N:31]=[C:30]([O:18][CH2:17][C@@H:16]2[CH2:15][C@@H:14]3[C@@H:12]([CH2:13]3)[CH2:11][N:10]2[C:8]([C:6]2[C:5]([C:19]3[N:24]=[CH:23][CH:22]=[CH:21][N:20]=3)=[CH:4][CH:3]=[C:2]([CH3:1])[N:7]=2)=[O:9])[CH:29]=[CH:28][CH:27]=1. (6) Given the reactants [CH3:1][O:2][C:3]1[CH:4]=[C:5]([CH:11]=[C:12]([C:16]2[CH:21]=[CH:20][C:19]([OH:22])=[CH:18][CH:17]=2)[C:13]([OH:15])=[O:14])[CH:6]=[C:7]([O:9][CH3:10])[CH:8]=1.F[C:24]1[CH:29]=[CH:28][C:27]([N+:30]([O-:32])=[O:31])=[CH:26][CH:25]=1.[H-].[Na+], predict the reaction product. The product is: [CH3:10][O:9][C:7]1[CH:6]=[C:5]([CH:11]=[C:12]([C:16]2[CH:17]=[CH:18][C:19]([O:22][C:24]3[CH:29]=[CH:28][C:27]([N+:30]([O-:32])=[O:31])=[CH:26][CH:25]=3)=[CH:20][CH:21]=2)[C:13]([OH:15])=[O:14])[CH:4]=[C:3]([O:2][CH3:1])[CH:8]=1.